From a dataset of NCI-60 drug combinations with 297,098 pairs across 59 cell lines. Regression. Given two drug SMILES strings and cell line genomic features, predict the synergy score measuring deviation from expected non-interaction effect. Drug 1: C1=NNC2=C1C(=O)NC=N2. Drug 2: C1CNP(=O)(OC1)N(CCCl)CCCl. Cell line: OVCAR-8. Synergy scores: CSS=1.93, Synergy_ZIP=-1.44, Synergy_Bliss=-3.34, Synergy_Loewe=-37.2, Synergy_HSA=-2.99.